Dataset: Catalyst prediction with 721,799 reactions and 888 catalyst types from USPTO. Task: Predict which catalyst facilitates the given reaction. (1) Reactant: [CH2:1]([N:5]1[C:10]([N:11]([C:15]2[CH:20]=[C:19]([CH3:21])[CH:18]=[C:17]([CH3:22])[CH:16]=2)C(=O)C)=[C:9]([CH:23]([CH3:25])[CH3:24])[C:8](=[O:26])[NH:7][C:6]1=[O:27])[CH:2]=[CH:3][CH3:4].C[O-].[Na+].[NH4+].[Cl-]. Product: [CH2:1]([N:5]1[C:10]([NH:11][C:15]2[CH:16]=[C:17]([CH3:22])[CH:18]=[C:19]([CH3:21])[CH:20]=2)=[C:9]([CH:23]([CH3:24])[CH3:25])[C:8](=[O:26])[NH:7][C:6]1=[O:27])[CH:2]=[CH:3][CH3:4]. The catalyst class is: 5. (2) Reactant: C1C=CC(P(C2C=CC=CC=2)C2C=CC=CC=2)=CC=1.[O:20]1[C:24]2[CH:25]=[CH:26][C:27]([C:29]([OH:31])=O)=[CH:28][C:23]=2[O:22][CH2:21]1.C(Cl)(Cl)(Cl)Cl.[NH2:37][C:38]1[CH:43]=[CH:42][C:41]([C:44]2([C:49]#[N:50])[CH2:48][CH2:47][CH2:46][CH2:45]2)=[CH:40][CH:39]=1. Product: [C:49]([C:44]1([C:41]2[CH:40]=[CH:39][C:38]([NH:37][C:29]([C:27]3[CH:26]=[CH:25][C:24]4[O:20][CH2:21][O:22][C:23]=4[CH:28]=3)=[O:31])=[CH:43][CH:42]=2)[CH2:48][CH2:47][CH2:46][CH2:45]1)#[N:50]. The catalyst class is: 2. (3) Reactant: [CH3:1][C:2]1[CH:3]=[C:4]([CH3:19])[N:5]=[C:6]([NH:8][S:9]([C:12]2[CH:13]=[CH:14][C:15]([NH2:18])=[CH:16][CH:17]=2)(=[O:11])=[O:10])[N:7]=1.[CH2:20]([N:22]1[C:26]2[CH:27]=[CH:28][CH:29]=[CH:30][C:25]=2[N:24]=[C:23]1[CH2:31]Cl)[CH3:21].C(N(CC)CC)C.[I-].[Na+]. Product: [CH3:1][C:2]1[CH:3]=[C:4]([CH3:19])[N:5]=[C:6]([NH:8][S:9]([C:12]2[CH:17]=[CH:16][C:15]([NH:18][CH2:31][C:23]3[N:22]([CH2:20][CH3:21])[C:26]4[CH:27]=[CH:28][CH:29]=[CH:30][C:25]=4[N:24]=3)=[CH:14][CH:13]=2)(=[O:11])=[O:10])[N:7]=1. The catalyst class is: 5. (4) Reactant: C(OC(=O)[NH:7][C:8]1[CH:13]=[C:12]([N:14]2[CH2:19][CH2:18][O:17][CH2:16][CH2:15]2)[C:11]([C:20]([F:23])([F:22])[F:21])=[CH:10][C:9]=1[NH:24][C:25](=[O:40])[CH2:26][C:27](=O)[C:28]1[CH:33]=[CH:32][CH:31]=[C:30]([N:34]2[CH:38]=[CH:37][CH:36]=[N:35]2)[CH:29]=1)(C)(C)C.C(O)(C(F)(F)F)=O. Product: [N:14]1([C:12]2[C:11]([C:20]([F:22])([F:21])[F:23])=[CH:10][C:9]3[NH:24][C:25](=[O:40])[CH2:26][C:27]([C:28]4[CH:33]=[CH:32][CH:31]=[C:30]([N:34]5[CH:38]=[CH:37][CH:36]=[N:35]5)[CH:29]=4)=[N:7][C:8]=3[CH:13]=2)[CH2:15][CH2:16][O:17][CH2:18][CH2:19]1. The catalyst class is: 2. (5) Reactant: O[C:2]1[CH:3]=[C:4]([CH:7]=[CH:8][CH:9]=1)C=O.[C:10](=[O:13])([O-])[O-].[K+].[K+].[I-].[K+].Cl[CH2:19][CH:20]1[CH2:22][CH2:21]1.C[N:24]([CH:26]=O)C. Product: [CH:22]1([CH2:21][O:13][C:10]2[CH:8]=[C:9]([CH:26]([C:9]3[CH:2]=[CH:3][CH:4]=[CH:7][CH:8]=3)[NH2:24])[CH:2]=[CH:3][CH:4]=2)[CH2:20][CH2:19]1. The catalyst class is: 6. (6) Reactant: [C:1]([O:5][C:6](=[O:34])[NH:7][C@H:8]([CH2:25][C:26]1[CH:31]=[C:30]([F:32])[CH:29]=[CH:28][C:27]=1[F:33])[CH2:9][C:10]1[N:14]2[CH2:15][CH2:16][O:17][C:18]3[CH:23]=[CH:22][C:21](Cl)=[CH:20][C:19]=3[C:13]2=[N:12][N:11]=1)([CH3:4])([CH3:3])[CH3:2].C(N(CC)CC)C.[H][H]. Product: [C:1]([O:5][C:6](=[O:34])[NH:7][C@H:8]([CH2:25][C:26]1[CH:31]=[C:30]([F:32])[CH:29]=[CH:28][C:27]=1[F:33])[CH2:9][C:10]1[N:14]2[CH2:15][CH2:16][O:17][C:18]3[CH:23]=[CH:22][CH:21]=[CH:20][C:19]=3[C:13]2=[N:12][N:11]=1)([CH3:4])([CH3:2])[CH3:3]. The catalyst class is: 43. (7) Reactant: O[Li].O.[C:4]([O:8][C:9]([C@H:11]([CH2:16][C:17]1[CH:22]=[CH:21][C:20]([Cl:23])=[C:19]([F:24])[CH:18]=1)[C:12]([O:14]C)=[O:13])=[O:10])([CH3:7])([CH3:6])[CH3:5].C1COCC1. Product: [C:4]([O:8][C:9]([C@H:11]([CH2:16][C:17]1[CH:22]=[CH:21][C:20]([Cl:23])=[C:19]([F:24])[CH:18]=1)[C:12]([OH:14])=[O:13])=[O:10])([CH3:7])([CH3:5])[CH3:6]. The catalyst class is: 6. (8) The catalyst class is: 2. Product: [O:63]=[C:54]1[C:55]2[C:60](=[CH:59][CH:58]=[CH:57][CH:56]=2)[C:61](=[O:62])[N:53]1[CH2:52][C@@H:51]([NH:50][C:13]([C:10]1[S:11][CH:12]=[C:8]([C:7]2[N:3]([CH2:1][CH3:2])[N:4]=[CH:5][C:6]=2[CH3:16])[CH:9]=1)=[O:15])[CH2:64][C:65]1[CH:70]=[CH:69][CH:68]=[C:67]([F:17])[CH:66]=1. Reactant: [CH2:1]([N:3]1[C:7]([C:8]2[CH:9]=[C:10]([C:13]([OH:15])=O)[S:11][CH:12]=2)=[C:6]([CH3:16])[CH:5]=[N:4]1)[CH3:2].[F:17][P-](F)(F)(F)(F)F.Br[P+](N1CCCC1)(N1CCCC1)N1CCCC1.CCN(C(C)C)C(C)C.[NH2:50][C@@H:51]([CH2:64][C:65]1[CH:70]=[CH:69][CH:68]=[C:67](C(F)(F)F)[CH:66]=1)[CH2:52][N:53]1[C:61](=[O:62])[C:60]2[C:55](=[CH:56][CH:57]=[CH:58][CH:59]=2)[C:54]1=[O:63].